This data is from Full USPTO retrosynthesis dataset with 1.9M reactions from patents (1976-2016). The task is: Predict the reactants needed to synthesize the given product. Given the product [O:1]1[C:5]2[CH:6]=[CH:7][CH:8]=[CH:9][C:4]=2[N:3]=[C:2]1[N:10]([CH2:21][CH2:22][CH2:23][CH3:24])[CH2:11][CH2:12][C:13]1[CH:14]=[CH:15][C:16]([C:17]([NH:26][OH:27])=[NH:18])=[CH:19][CH:20]=1, predict the reactants needed to synthesize it. The reactants are: [O:1]1[C:5]2[CH:6]=[CH:7][CH:8]=[CH:9][C:4]=2[N:3]=[C:2]1[N:10]([CH2:21][CH2:22][CH2:23][CH3:24])[CH2:11][CH2:12][C:13]1[CH:20]=[CH:19][C:16]([C:17]#[N:18])=[CH:15][CH:14]=1.Cl.[NH2:26][OH:27].C(N(CC)CC)C.C(OCC)(=O)C.